Dataset: Cav3 T-type calcium channel HTS with 100,875 compounds. Task: Binary Classification. Given a drug SMILES string, predict its activity (active/inactive) in a high-throughput screening assay against a specified biological target. (1) The drug is S(=O)(=O)(N1CCC(CC1)C)c1cc2c(cc1)cccc2. The result is 0 (inactive). (2) The drug is Clc1ccc(C2(CCCC2)C(=O)Nc2cccnc2)cc1. The result is 0 (inactive). (3) The drug is Clc1cc(c(NC(=S)N2CCN(CC2)Cc2cc3OCOc3cc2)cc1)C. The result is 0 (inactive). (4) The drug is S(c1n(c2c(OC)cccc2)c(nn1)C)CC(=O)NCc1ccccc1. The result is 0 (inactive). (5) The compound is S1CC(=O)N(CCNC(=O)CSc2n(N)cc(n2)c2ccccc2)C1=O. The result is 0 (inactive). (6) The drug is o1c(CNC(=O)c2c(NC(=O)Nc3ccccc3)cccc2)ccc1. The result is 0 (inactive). (7) The molecule is S(c1n2c(=NC(C2=O)CC(=O)NCc2ccccc2)c2c(n1)cccc2)CC(=O)NCCCOC. The result is 0 (inactive).